Predict the reactants needed to synthesize the given product. From a dataset of Full USPTO retrosynthesis dataset with 1.9M reactions from patents (1976-2016). (1) Given the product [F:17][C:18]1[CH:27]=[C:26]([I:28])[CH:25]=[CH:24][C:19]=1[NH:20][C:21]1[N:22]([CH3:23])[C:10](=[O:12])[C:6]2[N:7]=[CH:8][S:9][C:5]=2[C:4]=1[C:3]([O:2][CH3:1])=[O:14], predict the reactants needed to synthesize it. The reactants are: [CH3:1][O:2][C:3](=[O:14])[CH2:4][C:5]1[S:9][CH:8]=[N:7][C:6]=1[C:10]([O:12]C)=O.[H-].[Na+].[F:17][C:18]1[CH:27]=[C:26]([I:28])[CH:25]=[CH:24][C:19]=1[N:20]=[C:21]=[N:22][CH3:23].[NH4+].[Cl-]. (2) Given the product [OH:26][C@H:11]([C:7]1[CH:8]=[CH:9][CH:10]=[C:5]([CH2:4][CH2:3][C:2]([OH:1])([CH2:34][CH2:35][CH3:36])[CH2:31][CH2:32][CH3:33])[CH:6]=1)[C@@H:12]([CH3:25])[CH2:13][N:14]1[C:22](=[O:23])[C:21]2[C:16](=[CH:17][CH:18]=[CH:19][CH:20]=2)[C:15]1=[O:24], predict the reactants needed to synthesize it. The reactants are: [OH:1][C:2]([CH2:34][CH2:35][CH3:36])([CH2:31][CH2:32][CH3:33])[CH2:3][CH2:4][C:5]1[CH:6]=[C:7]([C@@H:11]([O:26][Si](C)(C)C)[C@@H:12]([CH3:25])[CH2:13][N:14]2[C:22](=[O:23])[C:21]3[C:16](=[CH:17][CH:18]=[CH:19][CH:20]=3)[C:15]2=[O:24])[CH:8]=[CH:9][CH:10]=1.FC(F)(F)C(O)=O. (3) Given the product [CH3:8][C:5]1[N:6]=[CH:7][C:2]([NH:14][C:17](=[O:27])[O:44][CH2:37][C:38]2[CH:43]=[CH:42][CH:41]=[CH:40][CH:39]=2)=[N:3][CH:4]=1, predict the reactants needed to synthesize it. The reactants are: C[C:2]1[N:3]=[CH:4][C:5]([C:8](O)=O)=[N:6][CH:7]=1.C([N:14]([CH:17](C)C)CC)(C)C.C1(P(N=[N+]=[N-])(C2C=CC=CC=2)=[O:27])C=CC=CC=1.[CH2:37]([OH:44])[C:38]1[CH:43]=[CH:42][CH:41]=[CH:40][CH:39]=1.[OH-].[Na+]. (4) Given the product [ClH:1].[Cl:1][C:2]1[CH:7]=[CH:6][C:5]([C@H:8]([NH:11][C@@H:12]([CH3:27])[C:13]([NH2:15])=[O:14])[CH2:9][CH3:10])=[C:4]([F:28])[C:3]=1[O:29][C:30]1[CH:35]=[CH:34][CH:33]=[CH:32][CH:31]=1, predict the reactants needed to synthesize it. The reactants are: [Cl:1][C:2]1[CH:7]=[CH:6][C:5]([C@H:8]([NH:11][C@@H:12]([CH3:27])[C:13]([NH:15]CC2C=CC(OC)=CC=2OC)=[O:14])[CH2:9][CH3:10])=[C:4]([F:28])[C:3]=1[O:29][C:30]1[CH:35]=[CH:34][CH:33]=[CH:32][CH:31]=1.FC(F)(F)C(O)=O.C1(OC)C=CC=CC=1.